The task is: Predict the product of the given reaction.. This data is from Forward reaction prediction with 1.9M reactions from USPTO patents (1976-2016). (1) Given the reactants [NH2:1][C:2]1[S:3][C:4]([C:7]([NH:9][CH:10]2[CH2:12][CH2:11]2)=[O:8])=[CH:5][N:6]=1.[CH3:13][Si:14]([CH3:21])([CH3:20])N[Si:14]([CH3:21])([CH3:20])[CH3:13], predict the reaction product. The product is: [CH:10]1([NH:9][C:7]([C:4]2[S:3][C:2]([NH:1][Si:14]([CH3:21])([CH3:20])[CH3:13])=[N:6][CH:5]=2)=[O:8])[CH2:11][CH2:12]1. (2) Given the reactants [NH2:1][C:2]1[CH:3]=[C:4]([C:8]2[N:13]3[N:14]=[CH:15][C:16]([C:17]([C:19]4[S:20][CH:21]=[CH:22][CH:23]=4)=[O:18])=[C:12]3[N:11]=[CH:10][CH:9]=2)[CH:5]=[CH:6][CH:7]=1.[CH2:24]([N:28]=[C:29]=[O:30])[CH2:25][CH2:26][CH3:27].C(N(CC)CC)C, predict the reaction product. The product is: [CH2:24]([NH:28][C:29]([NH:1][C:2]1[CH:7]=[CH:6][CH:5]=[C:4]([C:8]2[N:13]3[N:14]=[CH:15][C:16]([C:17]([C:19]4[S:20][CH:21]=[CH:22][CH:23]=4)=[O:18])=[C:12]3[N:11]=[CH:10][CH:9]=2)[CH:3]=1)=[O:30])[CH2:25][CH2:26][CH3:27].